From a dataset of Forward reaction prediction with 1.9M reactions from USPTO patents (1976-2016). Predict the product of the given reaction. (1) Given the reactants [NH:1]1[CH2:5][CH2:4][CH2:3][C@H:2]1[CH2:6][O:7][C:8]1[CH:9]=[C:10]([N:14]2[CH2:18][CH2:17][C@@H:16]([CH2:19][CH2:20][CH2:21][OH:22])[CH2:15]2)[CH:11]=[N:12][CH:13]=1.[ClH:23], predict the reaction product. The product is: [ClH:23].[NH:1]1[CH2:5][CH2:4][CH2:3][C@H:2]1[CH2:6][O:7][C:8]1[CH:9]=[C:10]([N:14]2[CH2:18][CH2:17][C@@H:16]([CH2:19][CH2:20][CH2:21][OH:22])[CH2:15]2)[CH:11]=[N:12][CH:13]=1. (2) The product is: [Cl:1][C:2]1[CH:3]=[N:4][N:5]([CH3:31])[C:6]=1[C:7]1[CH:17]=[C:16]([NH:18][C:19](=[O:30])[C:20]2[CH:25]=[CH:24][CH:23]=[C:22]([C:26]([F:27])([F:28])[F:29])[CH:21]=2)[CH:15]=[CH:14][C:8]=1[O:9][CH2:10][C:11]([NH:69][CH2:68][CH2:67][O:66][CH3:65])=[O:12]. Given the reactants [Cl:1][C:2]1[CH:3]=[N:4][N:5]([CH3:31])[C:6]=1[C:7]1[CH:17]=[C:16]([NH:18][C:19](=[O:30])[C:20]2[CH:25]=[CH:24][CH:23]=[C:22]([C:26]([F:29])([F:28])[F:27])[CH:21]=2)[CH:15]=[CH:14][C:8]=1[O:9][CH2:10][C:11](O)=[O:12].C(N(CC)C(C)C)(C)C.CN(C(ON1N=NC2C=CC=CC1=2)=[N+](C)C)C.F[P-](F)(F)(F)(F)F.[CH3:65][O:66][CH2:67][CH2:68][NH2:69], predict the reaction product.